From a dataset of Full USPTO retrosynthesis dataset with 1.9M reactions from patents (1976-2016). Predict the reactants needed to synthesize the given product. (1) Given the product [CH2:1]([O:3][C:4]1[CH:5]=[C:6]([C:20]2[CH:25]=[CH:24][C:23]([CH2:26][C:27]([NH:31][C:32]3[CH:37]=[CH:36][C:35]([CH2:38][C:39]([F:45])([F:46])[C:40]([O:42][CH2:43][CH3:44])=[O:41])=[C:34]([C:47]([F:48])([F:49])[F:50])[CH:33]=3)=[O:28])=[C:22]([F:30])[CH:21]=2)[CH:7]=[N:8][C:9]=1[O:10][CH2:11][C:12]1[CH:13]=[CH:14][C:15]([O:18][CH3:19])=[CH:16][CH:17]=1)[CH3:2], predict the reactants needed to synthesize it. The reactants are: [CH2:1]([O:3][C:4]1[CH:5]=[C:6]([C:20]2[CH:25]=[CH:24][C:23]([CH2:26][C:27](O)=[O:28])=[C:22]([F:30])[CH:21]=2)[CH:7]=[N:8][C:9]=1[O:10][CH2:11][C:12]1[CH:17]=[CH:16][C:15]([O:18][CH3:19])=[CH:14][CH:13]=1)[CH3:2].[NH2:31][C:32]1[CH:37]=[CH:36][C:35]([CH2:38][C:39]([F:46])([F:45])[C:40]([O:42][CH2:43][CH3:44])=[O:41])=[C:34]([C:47]([F:50])([F:49])[F:48])[CH:33]=1.C(P1(=O)OP(CCC)(=O)OP(CCC)(=O)O1)CC.CC(=O)OCC. (2) Given the product [F:26][C:27]1[CH:32]=[CH:31][CH:30]=[CH:29][C:28]=1[S:33]([NH:1][CH2:2][CH2:3][C:4]1[CH:5]=[CH:6][C:7]([C:10]2[CH:15]=[CH:14][C:13]([CH:16]([CH3:25])[CH2:17][NH:18][S:19]([CH:22]([CH3:24])[CH3:23])(=[O:21])=[O:20])=[CH:12][CH:11]=2)=[CH:8][CH:9]=1)(=[O:35])=[O:34], predict the reactants needed to synthesize it. The reactants are: [NH2:1][CH2:2][CH2:3][C:4]1[CH:9]=[CH:8][C:7]([C:10]2[CH:15]=[CH:14][C:13]([CH:16]([CH3:25])[CH2:17][NH:18][S:19]([CH:22]([CH3:24])[CH3:23])(=[O:21])=[O:20])=[CH:12][CH:11]=2)=[CH:6][CH:5]=1.[F:26][C:27]1[CH:32]=[CH:31][CH:30]=[CH:29][C:28]=1[S:33](Cl)(=[O:35])=[O:34]. (3) Given the product [C:1]1([CH3:18])[CH:2]=[CH:3][C:4]([CH:7]2[O:11][CH:10]3[C:9]([C:16]([C:25]4[CH:30]=[CH:29][CH:28]=[CH:27][CH:26]=4)=[CH2:17])([O:14][C:13](=[O:15])[CH2:12]3)[CH2:8]2)=[CH:5][CH:6]=1, predict the reactants needed to synthesize it. The reactants are: [C:1]1([CH3:18])[CH:6]=[CH:5][C:4]([CH:7]2[O:11][CH:10]([CH2:12][C:13]([OH:15])=[O:14])[C:9](=[C:16]=[CH2:17])[CH2:8]2)=[CH:3][CH:2]=1.C([O-])([O-])=O.[K+].[K+].[C:25]1(I)[CH:30]=[CH:29][CH:28]=[CH:27][CH:26]=1.O. (4) Given the product [Br:12][C:10]1[CH:11]=[C:2]([NH:1][CH2:30][C:26]2[CH:25]=[N:24][CH:29]=[CH:28][CH:27]=2)[CH:3]=[C:4]2[C:9]=1[N:8]=[CH:7][C:6]([C:13]#[N:14])=[C:5]2[NH:15][C:16]1[CH:21]=[CH:20][C:19]([F:22])=[C:18]([Cl:23])[CH:17]=1, predict the reactants needed to synthesize it. The reactants are: [NH2:1][C:2]1[CH:3]=[C:4]2[C:9](=[C:10]([Br:12])[CH:11]=1)[N:8]=[CH:7][C:6]([C:13]#[N:14])=[C:5]2[NH:15][C:16]1[CH:21]=[CH:20][C:19]([F:22])=[C:18]([Cl:23])[CH:17]=1.[N:24]1[CH:29]=[CH:28][CH:27]=[C:26]([CH:30]=O)[CH:25]=1.[BH3-]C#N.[Na+].C([O-])([O-])=O.[Na+].[Na+].